This data is from Catalyst prediction with 721,799 reactions and 888 catalyst types from USPTO. The task is: Predict which catalyst facilitates the given reaction. Reactant: C(O[C:6](=O)[N:7]([C@@H:9]([CH3:46])[C:10]([NH:12][C@@H:13]([CH:40]1[CH2:45][CH2:44][CH2:43][CH2:42][CH2:41]1)[C:14]([N:16]1[C@H:21]([C:22](=[O:34])[NH:23][C@H:24]2[C:33]3[C:28](=[CH:29][CH:30]=[CH:31][CH:32]=3)[O:27][CH2:26][CH2:25]2)[CH2:20][N:19]2[CH2:35][C:36]([F:39])([F:38])[CH2:37][C@@H:18]2[CH2:17]1)=[O:15])=[O:11])C)(C)(C)C.C(OCC)(=O)C.[ClH:54]. Product: [ClH:54].[ClH:54].[CH:40]1([C@H:13]([NH:12][C:10](=[O:11])[C@H:9]([CH3:46])[NH:7][CH3:6])[C:14]([N:16]2[C@H:21]([C:22]([NH:23][C@H:24]3[C:33]4[C:28](=[CH:29][CH:30]=[CH:31][CH:32]=4)[O:27][CH2:26][CH2:25]3)=[O:34])[CH2:20][N:19]3[CH2:35][C:36]([F:38])([F:39])[CH2:37][C@@H:18]3[CH2:17]2)=[O:15])[CH2:45][CH2:44][CH2:43][CH2:42][CH2:41]1. The catalyst class is: 13.